This data is from Peptide-MHC class I binding affinity with 185,985 pairs from IEDB/IMGT. The task is: Regression. Given a peptide amino acid sequence and an MHC pseudo amino acid sequence, predict their binding affinity value. This is MHC class I binding data. (1) The binding affinity (normalized) is 0.0968. The MHC is HLA-B07:02 with pseudo-sequence HLA-B07:02. The peptide sequence is AIIRILQQL. (2) The peptide sequence is YVWWAAVIY. The MHC is HLA-A69:01 with pseudo-sequence HLA-A69:01. The binding affinity (normalized) is 0.0847. (3) The peptide sequence is SIKRNYPYLF. The MHC is HLA-A24:02 with pseudo-sequence HLA-A24:02. The binding affinity (normalized) is 0.360.